Dataset: Full USPTO retrosynthesis dataset with 1.9M reactions from patents (1976-2016). Task: Predict the reactants needed to synthesize the given product. The reactants are: [NH2:1][CH2:2][C:3]1[CH:8]=[CH:7][C:6]([CH2:9][N:10]2[CH2:15][CH2:14][N:13]([C:16]3[C:21]([C:22]([O:24][CH:25]([CH3:27])[CH3:26])=[O:23])=[CH:20][CH:19]=[CH:18][N:17]=3)[CH2:12][CH2:11]2)=[CH:5][CH:4]=1.[Cl:28][C:29]1[CH:37]=[CH:36][CH:35]=[C:34]([F:38])[C:30]=1[C:31](O)=[O:32].CN(C(ON1N=NC2C=CC=NC1=2)=[N+](C)C)C.F[P-](F)(F)(F)(F)F.CCN(C(C)C)C(C)C. Given the product [CH3:26][CH:25]([O:24][C:22]([C:21]1[C:16]([N:13]2[CH2:12][CH2:11][N:10]([CH2:9][C:6]3[CH:7]=[CH:8][C:3]([CH2:2][NH:1][C:31]([C:30]4[C:34]([F:38])=[CH:35][CH:36]=[CH:37][C:29]=4[Cl:28])=[O:32])=[CH:4][CH:5]=3)[CH2:15][CH2:14]2)=[N:17][CH:18]=[CH:19][CH:20]=1)=[O:23])[CH3:27], predict the reactants needed to synthesize it.